Dataset: Full USPTO retrosynthesis dataset with 1.9M reactions from patents (1976-2016). Task: Predict the reactants needed to synthesize the given product. (1) The reactants are: [Cl:1][C:2]1[CH:7]=[CH:6][C:5](/[CH:8]=[CH:9]/[C:10]2[CH:15]=[CH:14][C:13]([N+:16]([O-])=O)=[CH:12][CH:11]=2)=[CH:4][C:3]=1[C:19]([F:22])([F:21])[F:20]. Given the product [Cl:1][C:2]1[CH:7]=[CH:6][C:5]([CH2:8][CH2:9][C:10]2[CH:15]=[CH:14][C:13]([NH2:16])=[CH:12][CH:11]=2)=[CH:4][C:3]=1[C:19]([F:20])([F:21])[F:22], predict the reactants needed to synthesize it. (2) Given the product [C:1]([O:5][C:6](=[O:7])[NH:8][CH2:9][CH2:10][CH:11]([CH2:15][C:16]1[CH:21]=[CH:20][C:19]([CH3:22])=[CH:18][CH:17]=1)[C:12](=[O:14])[N:54]1[CH2:55][CH2:56][N:51]([C:57]2[C:66]3[C:61](=[CH:62][CH:63]=[CH:64][CH:65]=3)[N:60]=[CH:59][N:58]=2)[CH2:52][CH2:53]1)([CH3:2])([CH3:3])[CH3:4], predict the reactants needed to synthesize it. The reactants are: [C:1]([O:5][C:6]([NH:8][CH2:9][CH2:10][CH:11]([CH2:15][C:16]1[CH:21]=[CH:20][C:19]([CH3:22])=[CH:18][CH:17]=1)[C:12]([OH:14])=O)=[O:7])([CH3:4])([CH3:3])[CH3:2].CCN=C=NCCCN(C)C.C1C=CC2N(O)N=NC=2C=1.CN1CCOCC1.[N:51]1([C:57]2[C:66]3[C:61](=[CH:62][CH:63]=[CH:64][CH:65]=3)[N:60]=[CH:59][N:58]=2)[CH2:56][CH2:55][NH:54][CH2:53][CH2:52]1.